From a dataset of Full USPTO retrosynthesis dataset with 1.9M reactions from patents (1976-2016). Predict the reactants needed to synthesize the given product. Given the product [ClH:44].[F:1][C:2]1[CH:3]=[C:4]([CH:39]=[CH:40][C:41]=1[O:42][CH3:43])[CH2:5][N:6]1[C:11]2[CH:12]=[C:13]([C:15]3[CH:20]=[CH:19][C:18]([F:21])=[CH:17][C:16]=3[O:22][CH3:23])[S:14][C:10]=2[C:9](=[O:24])[N:8]([CH:25]2[CH2:26][CH2:27][NH:28][CH2:29][CH2:30]2)[C:7]1=[O:38], predict the reactants needed to synthesize it. The reactants are: [F:1][C:2]1[CH:3]=[C:4]([CH:39]=[CH:40][C:41]=1[O:42][CH3:43])[CH2:5][N:6]1[C:11]2[CH:12]=[C:13]([C:15]3[CH:20]=[CH:19][C:18]([F:21])=[CH:17][C:16]=3[O:22][CH3:23])[S:14][C:10]=2[C:9](=[O:24])[N:8]([CH:25]2[CH2:30][CH2:29][N:28](C(OC(C)(C)C)=O)[CH2:27][CH2:26]2)[C:7]1=[O:38].[ClH:44].